This data is from Forward reaction prediction with 1.9M reactions from USPTO patents (1976-2016). The task is: Predict the product of the given reaction. (1) Given the reactants [CH:1]([C:4]1[CH:9]=[C:8]([CH:10]([CH3:12])[CH3:11])[N:7]=[C:6]([OH:13])[N:5]=1)([CH3:3])[CH3:2].S(=O)(=O)(O)O.[N+:19]([O-])([OH:21])=[O:20].[OH-].[Na+], predict the reaction product. The product is: [CH:10]([C:8]1[C:9]([N+:19]([O-:21])=[O:20])=[C:4]([CH:1]([CH3:3])[CH3:2])[N:5]=[C:6]([OH:13])[N:7]=1)([CH3:12])[CH3:11]. (2) Given the reactants [CH:1]1([C:4]2[C:5]([O:13][CH2:14][C:15]([F:18])([F:17])[F:16])=[CH:6][C:7]([C:10]([OH:12])=O)=[N:8][CH:9]=2)[CH2:3][CH2:2]1.[CH2:19]([NH:21][C:22]([CH3:25])([CH3:24])[CH3:23])[CH3:20], predict the reaction product. The product is: [C:22]([N:21]([CH2:19][CH3:20])[C:10]([C:7]1[CH:6]=[C:5]([O:13][CH2:14][C:15]([F:18])([F:17])[F:16])[C:4]([CH:1]2[CH2:2][CH2:3]2)=[CH:9][N:8]=1)=[O:12])([CH3:25])([CH3:24])[CH3:23]. (3) Given the reactants [Cl:1][C:2]1[CH:3]=[C:4]([C:9]2[N:14]=[C:13]([N:15]3[CH2:19][CH2:18][CH2:17][CH:16]3[CH3:20])[N:12]=[C:11]([N:21]3[CH2:26][CH2:25][N:24]([C:27]4[N:32]=[CH:31][C:30]([OH:33])=[CH:29][C:28]=4[CH3:34])[CH2:23][CH2:22]3)[CH:10]=2)[CH:5]=[CH:6][C:7]=1[F:8].[H-].[Na+].[CH3:37]I, predict the reaction product. The product is: [Cl:1][C:2]1[CH:3]=[C:4]([C:9]2[CH:10]=[C:11]([N:21]3[CH2:22][CH2:23][N:24]([C:27]4[C:28]([CH3:34])=[CH:29][C:30]([O:33][CH3:37])=[CH:31][N:32]=4)[CH2:25][CH2:26]3)[N:12]=[C:13]([N:15]3[CH2:19][CH2:18][CH2:17][CH:16]3[CH3:20])[N:14]=2)[CH:5]=[CH:6][C:7]=1[F:8]. (4) Given the reactants [CH3:1][O:2][C:3]([NH:5][C@H:6]([C:11]([N:13]1[CH2:17][C@@H:16]([CH3:18])[CH2:15][C@H:14]1[C:19]1[NH:20][C:21]([C:24]2[CH:29]=[C:28]3[CH2:30][O:31][C:32]4[CH:59]=[C:58]5[C:35]([CH:36]=[CH:37][C:38]6[N:42]=[C:41]([C@@H:43]7[CH2:47][C@H:46]([CH2:48][O:49][CH3:50])[CH2:45][N:44]7[C:51](OC(C)(C)C)=[O:52])[NH:40][C:39]=65)=[CH:34][C:33]=4[C:27]3=[CH:26][CH:25]=2)=[CH:22][N:23]=1)=[O:12])[C@@H:7]([CH2:9][CH3:10])[CH3:8])=[O:4].[CH3:60][O:61][C:62]([NH:64][C@@H:65]([CH:69]([CH3:71])[CH3:70])C(O)=O)=[O:63].CN(C(ON1N=NC2C=CC=NC1=2)=[N+](C)C)C.F[P-](F)(F)(F)(F)F.CN1CCOCC1, predict the reaction product. The product is: [CH3:60][O:61][C:62](=[O:63])[NH:64][C@@H:65]([CH:69]([CH3:71])[CH3:70])[C:51]([N:44]1[CH2:45][C@@H:46]([CH2:48][O:49][CH3:50])[CH2:47][C@H:43]1[C:41]1[NH:40][C:39]2[C:58]3[C:35]([CH:36]=[CH:37][C:38]=2[N:42]=1)=[CH:34][C:33]1[C:27]2[C:28]([CH2:30][O:31][C:32]=1[CH:59]=3)=[CH:29][C:24]([C:21]1[NH:20][C:19]([C@@H:14]3[CH2:15][C@H:16]([CH3:18])[CH2:17][N:13]3[C:11](=[O:12])[C@@H:6]([NH:5][C:3]([O:2][CH3:1])=[O:4])[C@H:7]([CH3:8])[CH2:9][CH3:10])=[N:23][CH:22]=1)=[CH:25][CH:26]=2)=[O:52]. (5) Given the reactants [C:1]1([S:7][C:8]2[CH:13]=[CH:12][CH:11]=[CH:10][CH:9]=2)[CH:6]=[CH:5][CH:4]=[CH:3][CH:2]=1.Cl[O-].[Na+].S([O-])([O-])=[O:18].[Na+].[Na+].[OH2:23], predict the reaction product. The product is: [C:8]1([S:7]([C:1]2[CH:2]=[CH:3][CH:4]=[CH:5][CH:6]=2)=[O:18])[CH:9]=[CH:10][CH:11]=[CH:12][CH:13]=1.[C:8]1([S:7]([C:1]2[CH:2]=[CH:3][CH:4]=[CH:5][CH:6]=2)(=[O:18])=[O:23])[CH:9]=[CH:10][CH:11]=[CH:12][CH:13]=1. (6) Given the reactants [F:1][C:2]([F:24])([F:23])[C:3]1[CH:22]=[CH:21][CH:20]=[CH:19][C:4]=1[CH:5]=[C:6]1[CH2:11][CH2:10][N:9](C(OC(C)(C)C)=O)[CH2:8][CH2:7]1.[ClH:25].O1CCOCC1, predict the reaction product. The product is: [Cl-:25].[F:24][C:2]([F:1])([F:23])[C:3]1[CH:22]=[CH:21][CH:20]=[CH:19][C:4]=1[CH2:5][CH:6]1[CH2:7][CH2:8][NH2+:9][CH2:10][CH2:11]1. (7) The product is: [CH2:26]([O:46][CH:47]([CH2:51][CH3:52])[C:48]([NH:59][C@@H:58]([CH2:60][CH:61]([CH3:62])[CH3:63])[C:57]([O:56][CH2:54][CH3:55])=[O:64])=[O:50])[CH2:27][CH2:28][CH2:29]/[CH:30]=[CH:31]\[CH2:32]/[CH:33]=[CH:34]\[CH2:35]/[CH:36]=[CH:37]\[CH2:38]/[CH:39]=[CH:40]\[CH2:41]/[CH:42]=[CH:43]\[CH2:44][CH3:45]. Given the reactants C1CCC(N=C=NC2CCCCC2)CC1.C1C=CC2N(O)N=NC=2C=1.[CH2:26]([O:46][CH:47]([CH2:51][CH3:52])[C:48]([OH:50])=O)[CH2:27][CH2:28][CH2:29]/[CH:30]=[CH:31]\[CH2:32]/[CH:33]=[CH:34]\[CH2:35]/[CH:36]=[CH:37]\[CH2:38]/[CH:39]=[CH:40]\[CH2:41]/[CH:42]=[CH:43]\[CH2:44][CH3:45].Cl.[CH2:54]([O:56][C:57](=[O:64])[C@H:58]([CH2:60][CH:61]([CH3:63])[CH3:62])[NH2:59])[CH3:55], predict the reaction product.